Dataset: Catalyst prediction with 721,799 reactions and 888 catalyst types from USPTO. Task: Predict which catalyst facilitates the given reaction. Reactant: [NH2:1][C:2]1[CH:3]=[CH:4][C:5]([O:33][C:34]2[CH:39]=[CH:38][C:37]([F:40])=[CH:36][C:35]=2[F:41])=[C:6]([C:8]2[C:16]3[C:11](=[C:12]([O:30][CH3:31])[N:13]=[C:14]([CH:17]4[CH2:22][CH2:21][N:20]([C:23]([O:25][C:26]([CH3:29])([CH3:28])[CH3:27])=[O:24])[CH2:19][CH2:18]4)[CH:15]=3)[N:10]([CH3:32])[CH:9]=2)[CH:7]=1.C(N(C(C)C)C(C)C)C.[CH2:51]([S:53](Cl)(=[O:55])=[O:54])[CH3:52].[OH-].[Na+]. Product: [F:41][C:35]1[CH:36]=[C:37]([F:40])[CH:38]=[CH:39][C:34]=1[O:33][C:5]1[CH:4]=[CH:3][C:2]([NH:1][S:53]([CH2:51][CH3:52])(=[O:55])=[O:54])=[CH:7][C:6]=1[C:8]1[C:16]2[C:11](=[C:12]([O:30][CH3:31])[N:13]=[C:14]([CH:17]3[CH2:22][CH2:21][N:20]([C:23]([O:25][C:26]([CH3:27])([CH3:28])[CH3:29])=[O:24])[CH2:19][CH2:18]3)[CH:15]=2)[N:10]([CH3:32])[CH:9]=1. The catalyst class is: 4.